This data is from Reaction yield outcomes from USPTO patents with 853,638 reactions. The task is: Predict the reaction yield, written as a fraction of the theoretical maximum amount of product (1.0 means a 100% yield; for example, 0.34 means a 34% yield). The reactants are [F:1][C:2]1[C:7]([C:8]([F:11])([F:10])[F:9])=[CH:6][CH:5]=[CH:4][C:3]=1B(O)O.[F:15][C:16]1[CH:17]=[C:18]([CH:28]([NH:30][C:31]([C:33]2[N:34]=[C:35](Cl)[O:36][CH:37]=2)=[O:32])[CH3:29])[CH:19]=[C:20]([F:27])[C:21]=1[NH:22][S:23]([CH3:26])(=[O:25])=[O:24].C([O-])([O-])=O.[Cs+].[Cs+]. The catalyst is Cl[Pd](Cl)([P](C1C=CC=CC=1)(C1C=CC=CC=1)C1C=CC=CC=1)[P](C1C=CC=CC=1)(C1C=CC=CC=1)C1C=CC=CC=1. The product is [F:27][C:20]1[CH:19]=[C:18]([CH:28]([NH:30][C:31]([C:33]2[N:34]=[C:35]([C:3]3[CH:4]=[CH:5][CH:6]=[C:7]([C:8]([F:11])([F:10])[F:9])[C:2]=3[F:1])[O:36][CH:37]=2)=[O:32])[CH3:29])[CH:17]=[C:16]([F:15])[C:21]=1[NH:22][S:23]([CH3:26])(=[O:25])=[O:24]. The yield is 0.320.